From a dataset of NCI-60 drug combinations with 297,098 pairs across 59 cell lines. Regression. Given two drug SMILES strings and cell line genomic features, predict the synergy score measuring deviation from expected non-interaction effect. (1) Drug 1: C1CN1P(=S)(N2CC2)N3CC3. Drug 2: CC(C)NC(=O)C1=CC=C(C=C1)CNNC.Cl. Cell line: MCF7. Synergy scores: CSS=0.791, Synergy_ZIP=-4.74, Synergy_Bliss=-4.99, Synergy_Loewe=-10.6, Synergy_HSA=-4.93. (2) Drug 1: CC1OCC2C(O1)C(C(C(O2)OC3C4COC(=O)C4C(C5=CC6=C(C=C35)OCO6)C7=CC(=C(C(=C7)OC)O)OC)O)O. Drug 2: C1CC(=O)NC(=O)C1N2C(=O)C3=CC=CC=C3C2=O. Cell line: TK-10. Synergy scores: CSS=29.1, Synergy_ZIP=-8.30, Synergy_Bliss=-0.0195, Synergy_Loewe=-11.8, Synergy_HSA=1.19. (3) Drug 1: C1C(C(OC1N2C=NC3=C(N=C(N=C32)Cl)N)CO)O. Drug 2: CS(=O)(=O)CCNCC1=CC=C(O1)C2=CC3=C(C=C2)N=CN=C3NC4=CC(=C(C=C4)OCC5=CC(=CC=C5)F)Cl. Cell line: HCT116. Synergy scores: CSS=17.3, Synergy_ZIP=0.0651, Synergy_Bliss=0.735, Synergy_Loewe=-35.1, Synergy_HSA=-2.75. (4) Drug 1: C1=CC(=CC=C1CCCC(=O)O)N(CCCl)CCCl. Drug 2: C1=CC=C(C(=C1)C(C2=CC=C(C=C2)Cl)C(Cl)Cl)Cl. Cell line: HCT116. Synergy scores: CSS=50.5, Synergy_ZIP=1.62, Synergy_Bliss=-1.04, Synergy_Loewe=-0.763, Synergy_HSA=0.527. (5) Drug 1: CCCCCOC(=O)NC1=NC(=O)N(C=C1F)C2C(C(C(O2)C)O)O. Drug 2: CC12CCC3C(C1CCC2O)C(CC4=C3C=CC(=C4)O)CCCCCCCCCS(=O)CCCC(C(F)(F)F)(F)F. Cell line: M14. Synergy scores: CSS=0.409, Synergy_ZIP=1.87, Synergy_Bliss=2.36, Synergy_Loewe=-0.596, Synergy_HSA=-0.838. (6) Cell line: CAKI-1. Drug 2: CC1OCC2C(O1)C(C(C(O2)OC3C4COC(=O)C4C(C5=CC6=C(C=C35)OCO6)C7=CC(=C(C(=C7)OC)O)OC)O)O. Synergy scores: CSS=33.6, Synergy_ZIP=-2.51, Synergy_Bliss=-4.39, Synergy_Loewe=-4.89, Synergy_HSA=-2.32. Drug 1: C1CCN(CC1)CCOC2=CC=C(C=C2)C(=O)C3=C(SC4=C3C=CC(=C4)O)C5=CC=C(C=C5)O.